The task is: Predict the reactants needed to synthesize the given product.. This data is from Retrosynthesis with 50K atom-mapped reactions and 10 reaction types from USPTO. (1) Given the product CC1C(=O)OC(=O)C1C, predict the reactants needed to synthesize it. The reactants are: CC(C(=O)O)C(C)C(=O)O. (2) Given the product CC(C)(C)OC(=O)N[C@H](C(=O)O)C(C)(C)C, predict the reactants needed to synthesize it. The reactants are: CC(C)(C)OC(=O)OC(=O)OC(C)(C)C.CC(C)(C)[C@H](N)C(=O)O. (3) The reactants are: CC1CNC1.CCCCc1nc(N)c2c(n1)c(C#CCCC=O)cn2COCc1ccccc1. Given the product CCCCc1nc(N)c2c(n1)c(C#CCCCN1CC(C)C1)cn2COCc1ccccc1, predict the reactants needed to synthesize it. (4) Given the product CN1C(C(=O)Nc2nccs2)=C(O)c2cscc2S1(=O)=O, predict the reactants needed to synthesize it. The reactants are: COC(=O)C1=C(O)c2cscc2S(=O)(=O)N1C.Nc1nccs1. (5) Given the product O=C(NCCCN1CCNCC1=O)c1cc2cnc3cccc(s1)n23, predict the reactants needed to synthesize it. The reactants are: CC(C)(C)OC(=O)N1CCN(CCCNC(=O)c2cc3cnc4cccc(s2)n34)C(=O)C1. (6) Given the product COC1=C(OC)C(=O)C(Cc2ccc(-c3ccccc3OC)c(C(=O)Nc3ccc(OC)cc3)c2)=C(C)C1=O, predict the reactants needed to synthesize it. The reactants are: COC1=C(OC)C(=O)C(Cc2ccc(-c3ccccc3OC)c(C(=O)O)c2)=C(C)C1=O.COc1ccc(N)cc1. (7) Given the product O=C(C1CC1)N1CCN(c2cc3c(cc2F)nc(COc2ccccc2)n3Cc2ccc(OC(F)(F)F)cc2)CC1, predict the reactants needed to synthesize it. The reactants are: Fc1cc2nc(COc3ccccc3)n(Cc3ccc(OC(F)(F)F)cc3)c2cc1N1CCNCC1.O=C(Cl)C1CC1. (8) Given the product Cc1ccc(-n2c(SCc3ccncc3)nc3ccccc3c2=O)cc1, predict the reactants needed to synthesize it. The reactants are: Cc1ccc(-n2c(S)nc3ccccc3c2=O)cc1.ClCc1ccncc1.